From a dataset of Full USPTO retrosynthesis dataset with 1.9M reactions from patents (1976-2016). Predict the reactants needed to synthesize the given product. (1) Given the product [CH:40]1([NH:39][C:37](=[O:38])[NH:36][C:33]2[CH:34]=[CH:35][C:30]([O:29][C:26]3[CH:25]=[CH:24][N:23]=[C:22]4[CH:21]=[C:20]([C:17]5[N:18]([CH3:19])[C:14]([CH2:13][N:8]([CH2:9][CH2:10][O:11][CH3:12])[C:6](=[O:7])[CH2:5][OH:4])=[CH:15][N:16]=5)[S:28][C:27]=34)=[C:31]([F:43])[CH:32]=2)[CH2:41][CH2:42]1, predict the reactants needed to synthesize it. The reactants are: C([O:4][CH2:5][C:6]([N:8]([CH2:13][C:14]1[N:18]([CH3:19])[C:17]([C:20]2[S:28][C:27]3[C:22](=[N:23][CH:24]=[CH:25][C:26]=3[O:29][C:30]3[CH:35]=[CH:34][C:33]([NH:36][C:37]([NH:39][CH:40]4[CH2:42][CH2:41]4)=[O:38])=[CH:32][C:31]=3[F:43])[CH:21]=2)=[N:16][CH:15]=1)[CH2:9][CH2:10][O:11][CH3:12])=[O:7])(=O)C.[Li+].[OH-]. (2) Given the product [F:1][C:2]1[CH:15]=[CH:14][CH:13]=[C:12]([F:16])[C:3]=1[C:4]([NH:6][C:7]1[CH:11]=[CH:10][N:9]([CH2:41][C:38]2[CH:39]=[CH:40][C:35]([O:34][CH2:33][C:27]3[CH:32]=[CH:31][CH:30]=[CH:29][CH:28]=3)=[CH:36][C:37]=2[C:43]([F:44])([F:45])[F:46])[N:8]=1)=[O:5], predict the reactants needed to synthesize it. The reactants are: [F:1][C:2]1[CH:15]=[CH:14][CH:13]=[C:12]([F:16])[C:3]=1[C:4]([NH:6][C:7]1[CH:11]=[CH:10][NH:9][N:8]=1)=[O:5].C[Si]([N-][Si](C)(C)C)(C)C.[Li+].[C:27]1([CH2:33][O:34][C:35]2[CH:40]=[CH:39][C:38]([CH2:41]Br)=[C:37]([C:43]([F:46])([F:45])[F:44])[CH:36]=2)[CH:32]=[CH:31][CH:30]=[CH:29][CH:28]=1. (3) Given the product [C:41]([O:32][C:18]1[CH2:17][CH2:16][C@H:15]2[C:20](=[CH:21][CH2:22][C@@H:23]3[C@@H:14]2[C@H:13]([O:12][C:1](=[O:40])[CH3:11])[CH2:30][C@@:28]2([CH3:29])[C@H:24]3[CH2:25][CH2:26][C:27]2=[O:31])[CH:19]=1)(=[O:43])[CH3:42], predict the reactants needed to synthesize it. The reactants are: [C:1]1([CH3:11])C=CC(S(O)(=O)=O)=CC=1.[OH:12][C@H:13]1[CH2:30][C@@:28]2([CH3:29])[C@@H:24]([CH2:25][CH2:26][C:27]2=[O:31])[C@H:23]2[C@H:14]1[C@@H:15]1[C:20]([CH2:21][CH2:22]2)=[CH:19][C:18](=[O:32])[CH2:17][CH2:16]1.N1C=CC=CC=1.C[OH:40].[C:41](OC(=O)C)(=[O:43])[CH3:42]. (4) Given the product [CH2:16]([O:23][N:24]([CH2:25][C@@H:26]([O:57][CH2:58][C:59]1[CH:64]=[CH:63][CH:62]=[CH:61][CH:60]=1)[C@@H:27]([O:49][CH2:50][C:51]1[CH:52]=[CH:53][CH:54]=[CH:55][CH:56]=1)[C@H:28]([O:41][CH2:42][C:43]1[CH:48]=[CH:47][CH:46]=[CH:45][CH:44]=1)[CH2:29][O:30][Si:31]([CH:32]([CH3:34])[CH3:33])([CH:38]([CH3:40])[CH3:39])[CH:35]([CH3:37])[CH3:36])[CH:1]=[O:2])[C:17]1[CH:22]=[CH:21][CH:20]=[CH:19][CH:18]=1, predict the reactants needed to synthesize it. The reactants are: [C:1](N1C=CN=C1)(N1C=CN=C1)=[O:2].C(O)=O.[CH2:16]([O:23][NH:24][CH2:25][C@@H:26]([O:57][CH2:58][C:59]1[CH:64]=[CH:63][CH:62]=[CH:61][CH:60]=1)[C@@H:27]([O:49][CH2:50][C:51]1[CH:56]=[CH:55][CH:54]=[CH:53][CH:52]=1)[C@H:28]([O:41][CH2:42][C:43]1[CH:48]=[CH:47][CH:46]=[CH:45][CH:44]=1)[CH2:29][O:30][Si:31]([CH:38]([CH3:40])[CH3:39])([CH:35]([CH3:37])[CH3:36])[CH:32]([CH3:34])[CH3:33])[C:17]1[CH:22]=[CH:21][CH:20]=[CH:19][CH:18]=1. (5) Given the product [CH2:79]([N:76]1[C:71]2=[N:72][C:73]([CH2:74][CH3:75])=[C:68]([CH2:67][NH:66][C:35]([C:34]3[CH:33]=[C:32]([C:30]([NH:29][CH2:28][C:23]4[CH:24]=[CH:25][C:26]([F:27])=[C:21]([C:17]5[CH:18]=[CH:19][CH:20]=[C:15]([CH2:14][N:11]6[CH2:12][CH2:13][N:8]([C:6]([O:5][C:2]([CH3:3])([CH3:1])[CH3:4])=[O:7])[C@@H:9]([CH3:41])[CH2:10]6)[CH:16]=5)[CH:22]=4)=[O:31])[CH:40]=[CH:39][CH:38]=3)=[O:36])[C:69]([NH:81][CH:82]3[CH2:83][CH2:84][O:85][CH2:86][CH2:87]3)=[C:70]2[CH:78]=[N:77]1)[CH3:80], predict the reactants needed to synthesize it. The reactants are: [CH3:1][C:2]([O:5][C:6]([N:8]1[CH2:13][CH2:12][N:11]([CH2:14][C:15]2[CH:16]=[C:17]([C:21]3[C:26]([F:27])=[CH:25][CH:24]=[C:23]([CH2:28][NH:29][C:30]([C:32]4[CH:33]=[C:34]([CH:38]=[CH:39][CH:40]=4)[C:35](O)=[O:36])=[O:31])[CH:22]=3)[CH:18]=[CH:19][CH:20]=2)[CH2:10][C@@H:9]1[CH3:41])=[O:7])([CH3:4])[CH3:3].CN(C(ON1N=NC2C=CC=CC1=2)=[N+](C)C)C.F[P-](F)(F)(F)(F)F.[NH2:66][CH2:67][C:68]1[C:73]([CH2:74][CH3:75])=[N:72][C:71]2[N:76]([CH2:79][CH3:80])[N:77]=[CH:78][C:70]=2[C:69]=1[NH:81][CH:82]1[CH2:87][CH2:86][O:85][CH2:84][CH2:83]1.CCN(C(C)C)C(C)C. (6) Given the product [C:2]([C:6]1[O:10][N:9]=[C:8]([NH:11][C:12](=[O:36])[NH:13][C:14]2[CH:15]=[CH:16][C:17]([NH:20][C:21](=[O:35])[C:22]3[CH:27]=[CH:26][C:25]([O:28][CH2:29][C@@H:30]4[CH2:34][CH2:33][N:32]([CH:40]([CH3:41])[CH3:39])[CH2:31]4)=[CH:24][N:23]=3)=[CH:18][CH:19]=2)[CH:7]=1)([CH3:5])([CH3:3])[CH3:4], predict the reactants needed to synthesize it. The reactants are: Cl.[C:2]([C:6]1[O:10][N:9]=[C:8]([NH:11][C:12](=[O:36])[NH:13][C:14]2[CH:19]=[CH:18][C:17]([NH:20][C:21](=[O:35])[C:22]3[CH:27]=[CH:26][C:25]([O:28][CH2:29][C@@H:30]4[CH2:34][CH2:33][NH:32][CH2:31]4)=[CH:24][N:23]=3)=[CH:16][CH:15]=2)[CH:7]=1)([CH3:5])([CH3:4])[CH3:3].Cl.F[CH2:39][C:40](C1ON=C(NC(=O)NC2C=CC(NC(=O)C3C=CC(OC4CCNCC4)=CN=3)=CC=2)C=1)(C)[CH2:41]F.